From a dataset of Full USPTO retrosynthesis dataset with 1.9M reactions from patents (1976-2016). Predict the reactants needed to synthesize the given product. (1) Given the product [CH2:1]([O:5][CH2:6][CH2:7][O:8][C:9]1[CH:10]=[CH:11][C:12]([C:15]2[CH:16]=[CH:17][C:18]3[N:24]([CH2:25][CH:26]([CH3:27])[CH3:28])[CH2:23][CH2:22][C:21]([C:29]([NH:31][C:32]4[CH:33]=[CH:34][C:35]([S:38]([CH2:39][C:40]5[N:44]([CH2:45][CH2:46][O:47][CH3:48])[CH:43]=[N:42][CH:41]=5)=[O:58])=[CH:36][CH:37]=4)=[O:30])=[CH:20][C:19]=3[CH:49]=2)=[CH:13][CH:14]=1)[CH2:2][CH2:3][CH3:4], predict the reactants needed to synthesize it. The reactants are: [CH2:1]([O:5][CH2:6][CH2:7][O:8][C:9]1[CH:14]=[CH:13][C:12]([C:15]2[CH:16]=[CH:17][C:18]3[N:24]([CH2:25][CH:26]([CH3:28])[CH3:27])[CH2:23][CH2:22][C:21]([C:29]([NH:31][C:32]4[CH:37]=[CH:36][C:35]([S:38][CH2:39][C:40]5[N:44]([CH2:45][CH2:46][O:47][CH3:48])[CH:43]=[N:42][CH:41]=5)=[CH:34][CH:33]=4)=[O:30])=[CH:20][C:19]=3[CH:49]=2)=[CH:11][CH:10]=1)[CH2:2][CH2:3][CH3:4].ClC1C=CC=C(C(OO)=[O:58])C=1.S([O-])([O-])(=O)=S.[Na+].[Na+]. (2) Given the product [Cl:29][C:20]1[CH:19]=[CH:18][C:16]2[CH2:17][CH:13]([CH2:12][NH:31][CH3:30])[O:14][C:15]=2[C:21]=1[C:22]1[CH:27]=[CH:26][CH:25]=[CH:24][C:23]=1[Cl:28], predict the reactants needed to synthesize it. The reactants are: CC1C=CC(S(O[CH2:12][CH:13]2[CH2:17][C:16]3[CH:18]=[CH:19][C:20]([Cl:29])=[C:21]([C:22]4[CH:27]=[CH:26][CH:25]=[CH:24][C:23]=4[Cl:28])[C:15]=3[O:14]2)(=O)=O)=CC=1.[CH3:30][NH2:31]. (3) Given the product [CH3:1][C:2]1[NH:6][N:5]=[C:4]([NH:7][C:9]2[N:10]=[C:11]([N:30]3[CH2:35][CH2:34][O:33][CH2:32][CH2:31]3)[C:12]3[N:18]=[C:17]([CH2:19][N:20]4[CH2:25][CH2:24][CH:23]([C:26]([OH:29])([CH3:28])[CH3:27])[CH2:22][CH2:21]4)[CH:16]=[CH:15][C:13]=3[N:14]=2)[CH:3]=1, predict the reactants needed to synthesize it. The reactants are: [CH3:1][C:2]1[NH:6][N:5]=[C:4]([NH2:7])[CH:3]=1.Cl[C:9]1[N:10]=[C:11]([N:30]2[CH2:35][CH2:34][O:33][CH2:32][CH2:31]2)[C:12]2[N:18]=[C:17]([CH2:19][N:20]3[CH2:25][CH2:24][CH:23]([C:26]([OH:29])([CH3:28])[CH3:27])[CH2:22][CH2:21]3)[CH:16]=[CH:15][C:13]=2[N:14]=1. (4) Given the product [CH3:13][N:14]1[CH2:19][CH2:18][N:17]([C:8]([C:7]2[CH:6]=[CH:5][C:4]([N+:1]([O-:3])=[O:2])=[CH:12][CH:11]=2)=[O:10])[CH2:16][CH2:15]1, predict the reactants needed to synthesize it. The reactants are: [N+:1]([C:4]1[CH:12]=[CH:11][C:7]([C:8]([OH:10])=O)=[CH:6][CH:5]=1)([O-:3])=[O:2].[CH3:13][N:14]1[CH2:19][CH2:18][NH:17][CH2:16][CH2:15]1. (5) Given the product [OH:26][C:24]1[CH:25]=[C:20]([CH:21]=[CH:22][C:23]=1[O:27][CH3:28])[CH2:19][NH:18]/[C:2](=[C:4]1\[C:5](=[O:17])[NH:6][C:7](=[O:16])[CH2:8][CH:9]\1[C:10]1[CH:15]=[CH:14][CH:13]=[CH:12][CH:11]=1)/[CH3:3], predict the reactants needed to synthesize it. The reactants are: O/[C:2](=[C:4]1\[C:5](=[O:17])[NH:6][C:7](=[O:16])[CH2:8][CH:9]\1[C:10]1[CH:15]=[CH:14][CH:13]=[CH:12][CH:11]=1)/[CH3:3].[NH2:18][CH2:19][C:20]1[CH:21]=[CH:22][C:23]([O:27][CH3:28])=[C:24]([OH:26])[CH:25]=1.C([O-])(=O)C.[Na+]. (6) Given the product [C:30]1([NH:36][C:37]([NH:1][C:4]2[CH:9]=[CH:8][C:7]([C:10]3[C:14]([C:15]4[CH:20]=[CH:19][N:18]=[C:17]5[NH:21][CH:22]=[CH:23][C:16]=45)=[CH:13][N:12]([CH2:24][C:25]([OH:27])=[O:26])[N:11]=3)=[CH:6][CH:5]=2)=[O:38])[CH:35]=[CH:34][CH:33]=[CH:32][CH:31]=1, predict the reactants needed to synthesize it. The reactants are: [N+:1]([C:4]1[CH:9]=[CH:8][C:7]([C:10]2[C:14]([C:15]3[CH:20]=[CH:19][N:18]=[C:17]4[NH:21][CH:22]=[CH:23][C:16]=34)=[CH:13][N:12]([CH2:24][C:25]([OH:27])=[O:26])[N:11]=2)=[CH:6][CH:5]=1)([O-])=O.[Sn].Cl.[C:30]1([N:36]=[C:37]=[O:38])[CH:35]=[CH:34][CH:33]=[CH:32][CH:31]=1. (7) Given the product [Cl:1][C:2]1[CH:10]=[CH:9][C:8]([O:11][C:12]2[CH:17]=[CH:16][C:15]([CH:18]([C:30]3[CH:35]=[CH:34][C:33]([Cl:36])=[CH:32][C:31]=3[CH3:37])[CH2:19]/[C:20](=[N:40]\[OH:41])/[C:22]3[CH:27]=[CH:26][C:25](=[O:28])[N:24]([CH3:29])[CH:23]=3)=[CH:14][C:13]=2[F:38])=[CH:7][C:3]=1[C:4]([OH:6])=[O:5], predict the reactants needed to synthesize it. The reactants are: [Cl:1][C:2]1[CH:10]=[CH:9][C:8]([O:11][C:12]2[CH:17]=[CH:16][C:15]([CH:18]([C:30]3[CH:35]=[CH:34][C:33]([Cl:36])=[CH:32][C:31]=3[CH3:37])[CH2:19][C:20]([C:22]3[CH:27]=[CH:26][C:25](=[O:28])[N:24]([CH3:29])[CH:23]=3)=O)=[CH:14][C:13]=2[F:38])=[CH:7][C:3]=1[C:4]([OH:6])=[O:5].Cl.[NH2:40][OH:41].C(=O)([O-])O.[Na+].